From a dataset of Catalyst prediction with 721,799 reactions and 888 catalyst types from USPTO. Predict which catalyst facilitates the given reaction. (1) Reactant: CS(C)=O.C(Cl)(=O)C(Cl)=O.[CH3:11][O:12][C:13]([C:15]1[S:16][C:17]([CH2:20][CH2:21][CH2:22][C@H:23]2[C@H:27](Cl)[CH2:26][C@@H:25]([OH:29])[C@@H:24]2[C:30]2[CH:35]=[CH:34][C:33]([CH:36]([O:42][CH2:43][C:44]3[CH:49]=[CH:48][C:47]([O:50][CH3:51])=[CH:46][CH:45]=3)[CH2:37][CH2:38][CH2:39][CH2:40][CH3:41])=[CH:32][CH:31]=2)=[CH:18][CH:19]=1)=[O:14].CCN(CC)CC. Product: [CH3:11][O:12][C:13]([C:15]1[S:16][C:17]([CH2:20][CH2:21][CH2:22][C@@H:23]2[C@@H:24]([C:30]3[CH:35]=[CH:34][C:33]([CH:36]([O:42][CH2:43][C:44]4[CH:49]=[CH:48][C:47]([O:50][CH3:51])=[CH:46][CH:45]=4)[CH2:37][CH2:38][CH2:39][CH2:40][CH3:41])=[CH:32][CH:31]=3)[C:25](=[O:29])[CH:26]=[CH:27]2)=[CH:18][CH:19]=1)=[O:14]. The catalyst class is: 34. (2) Reactant: [O:1]1[C:5]2[CH:6]=[CH:7][C:8]([CH2:10][N:11]3[C:23](=[O:24])[C:22]4[C:13](=[C:14]([OH:33])[C:15]5[N:16]=[CH:17][CH:18]=[N:19][C:20]=5[C:21]=4OS(C(F)(F)F)(=O)=O)[C:12]3=[O:34])=[CH:9][C:4]=2[O:3][CH2:2]1.CCN(CC)CC. Product: [O:1]1[C:5]2[CH:6]=[CH:7][C:8]([CH2:10][N:11]3[C:12](=[O:34])[C:13]4[C:22](=[CH:21][C:20]5[N:19]=[CH:18][CH:17]=[N:16][C:15]=5[C:14]=4[OH:33])[C:23]3=[O:24])=[CH:9][C:4]=2[O:3][CH2:2]1. The catalyst class is: 19. (3) Reactant: [Br:1][CH2:2][C:3]1[N:4]=[N:5][C:6]([Cl:9])=[CH:7][CH:8]=1.[NH3:10].CO. Product: [BrH:1].[Cl:9][C:6]1[N:5]=[N:4][C:3]([CH2:2][NH2:10])=[CH:8][CH:7]=1. The catalyst class is: 5. (4) Reactant: [F:1][C:2]1[CH:7]=[C:6]([C:8]([F:11])([F:10])[F:9])[CH:5]=[CH:4][C:3]=1[NH:12][C:13](=[O:32])[NH:14][C:15]1[CH:16]=[C:17]([CH:28]=[C:29]([F:31])[CH:30]=1)[CH2:18][NH:19][C:20]1[C:21]([C:25]([NH2:27])=[O:26])=[N:22][NH:23][CH:24]=1.[ClH:33]. Product: [ClH:33].[F:1][C:2]1[CH:7]=[C:6]([C:8]([F:10])([F:11])[F:9])[CH:5]=[CH:4][C:3]=1[NH:12][C:13](=[O:32])[NH:14][C:15]1[CH:16]=[C:17]([CH:28]=[C:29]([F:31])[CH:30]=1)[CH2:18][NH:19][C:20]1[C:21]([C:25]([NH2:27])=[O:26])=[N:22][NH:23][CH:24]=1. The catalyst class is: 621. (5) Reactant: [Br:1][C:2]1[CH:3]=[C:4]([C:14]([OH:16])=O)[C:5]2[CH:6]=[N:7][N:8]([CH:11]([CH3:13])[CH3:12])[C:9]=2[CH:10]=1.[NH2:17][CH2:18][C:19]1[C:20](=[O:27])[NH:21][C:22]([CH3:26])=[CH:23][C:24]=1[CH3:25].ON1C2N=CC=CC=2N=N1.C(Cl)CCl.CN1CCOCC1. Product: [Br:1][C:2]1[CH:3]=[C:4]([C:14]([NH:17][CH2:18][C:19]2[C:20](=[O:27])[NH:21][C:22]([CH3:26])=[CH:23][C:24]=2[CH3:25])=[O:16])[C:5]2[CH:6]=[N:7][N:8]([CH:11]([CH3:12])[CH3:13])[C:9]=2[CH:10]=1. The catalyst class is: 58.